From a dataset of Buchwald-Hartwig C-N cross coupling reaction yields with 55,370 reactions. Predict the reaction yield, written as a fraction of the theoretical maximum amount of product (1.0 means a 100% yield; for example, 0.34 means a 34% yield). (1) The reactants are FC(F)(F)c1ccc(Cl)cc1.Cc1ccc(N)cc1.O=S(=O)(O[Pd]1c2ccccc2-c2ccccc2N~1)C(F)(F)F.CC(C)c1cc(C(C)C)c(-c2ccccc2P(C2CCCCC2)C2CCCCC2)c(C(C)C)c1.CN(C)C(=NC(C)(C)C)N(C)C.c1ccc(CN(Cc2ccccc2)c2ccno2)cc1. No catalyst specified. The product is Cc1ccc(Nc2ccc(C(F)(F)F)cc2)cc1. The yield is 0.0283. (2) The reactants are FC(F)(F)c1ccc(I)cc1.Cc1ccc(N)cc1.O=S(=O)(O[Pd]1c2ccccc2-c2ccccc2N~1)C(F)(F)F.COc1ccc(OC)c(P(C(C)(C)C)C(C)(C)C)c1-c1c(C(C)C)cc(C(C)C)cc1C(C)C.CCN=P(N=P(N(C)C)(N(C)C)N(C)C)(N(C)C)N(C)C.COC(=O)c1cc(-c2ccco2)on1. No catalyst specified. The product is Cc1ccc(Nc2ccc(C(F)(F)F)cc2)cc1. The yield is 0.314. (3) The reactants are Clc1cccnc1.Cc1ccc(N)cc1.O=S(=O)(O[Pd]1c2ccccc2-c2ccccc2N~1)C(F)(F)F.CC(C)c1cc(C(C)C)c(-c2ccccc2P(C(C)(C)C)C(C)(C)C)c(C(C)C)c1.CCN=P(N=P(N(C)C)(N(C)C)N(C)C)(N(C)C)N(C)C.Cc1cc(-n2cccc2)no1. No catalyst specified. The product is Cc1ccc(Nc2cccnc2)cc1. The yield is 0.526. (4) The reactants are FC(F)(F)c1ccc(I)cc1.Cc1ccc(N)cc1.O=S(=O)(O[Pd]1c2ccccc2-c2ccccc2N~1)C(F)(F)F.CC(C)c1cc(C(C)C)c(-c2ccccc2P(C(C)(C)C)C(C)(C)C)c(C(C)C)c1.CN(C)C(=NC(C)(C)C)N(C)C.Cc1cc(-n2cccc2)no1. No catalyst specified. The product is Cc1ccc(Nc2ccc(C(F)(F)F)cc2)cc1. The yield is 0.399. (5) The yield is 0.151. The product is Cc1ccc(Nc2cccnc2)cc1. The reactants are Clc1cccnc1.Cc1ccc(N)cc1.O=S(=O)(O[Pd]1c2ccccc2-c2ccccc2N~1)C(F)(F)F.COc1ccc(OC)c(P(C(C)(C)C)C(C)(C)C)c1-c1c(C(C)C)cc(C(C)C)cc1C(C)C.CN1CCCN2CCCN=C12.CCOC(=O)c1cnoc1C. No catalyst specified. (6) The reactants are Brc1cccnc1.Cc1ccc(N)cc1.O=S(=O)(O[Pd]1c2ccccc2-c2ccccc2N~1)C(F)(F)F.COc1ccc(OC)c(P([C@]23C[C@H]4C[C@H](C[C@H](C4)C2)C3)[C@]23C[C@H]4C[C@H](C[C@H](C4)C2)C3)c1-c1c(C(C)C)cc(C(C)C)cc1C(C)C.CCN=P(N=P(N(C)C)(N(C)C)N(C)C)(N(C)C)N(C)C.COC(=O)c1cc(-c2ccco2)on1. No catalyst specified. The product is Cc1ccc(Nc2cccnc2)cc1. The yield is 0.421. (7) The reactants are CCc1ccc(Cl)cc1.Cc1ccc(N)cc1.O=S(=O)(O[Pd]1c2ccccc2-c2ccccc2N~1)C(F)(F)F.COc1ccc(OC)c(P([C@]23C[C@H]4C[C@H](C[C@H](C4)C2)C3)[C@]23C[C@H]4C[C@H](C[C@H](C4)C2)C3)c1-c1c(C(C)C)cc(C(C)C)cc1C(C)C.CN(C)C(=NC(C)(C)C)N(C)C.Fc1cccc(F)c1-c1ccno1. No catalyst specified. The product is CCc1ccc(Nc2ccc(C)cc2)cc1. The yield is 0.00649.